From a dataset of Retrosynthesis with 50K atom-mapped reactions and 10 reaction types from USPTO. Predict the reactants needed to synthesize the given product. (1) Given the product COC(c1ccc(N(C(=O)OCC(C)C)C(=O)c2c(C)nn(C)c2C)cc1CC(C)C)(C(F)(F)F)C(F)(F)F, predict the reactants needed to synthesize it. The reactants are: CC(C)COC(=O)Cl.COC(c1ccc(NC(=O)c2c(C)nn(C)c2C)cc1CC(C)C)(C(F)(F)F)C(F)(F)F. (2) Given the product COc1ccc2c(c1)OC(CNCCCOc1ccc3c(=O)ccoc3c1)CO2, predict the reactants needed to synthesize it. The reactants are: COc1ccc2c(c1)OC(CN)CO2.O=c1ccoc2cc(OCCCBr)ccc12.